This data is from Reaction yield outcomes from USPTO patents with 853,638 reactions. The task is: Predict the reaction yield, written as a fraction of the theoretical maximum amount of product (1.0 means a 100% yield; for example, 0.34 means a 34% yield). The reactants are [CH:1]1([CH2:6][C@H:7]([CH2:25][C:26](=[O:36])[NH:27][O:28][CH2:29][C:30]2[CH:35]=[CH:34][CH:33]=[CH:32][CH:31]=2)[C:8]([N:10]2[C@H:14]([C:15]([NH:17][C:18]3[CH:23]=[CH:22][C:21]([F:24])=[CH:20][N:19]=3)=[O:16])[CH2:13][CH:12]=[N:11]2)=[O:9])[CH2:5][CH2:4][CH2:3][CH2:2]1.ClC1C=C(C(OO)=[O:45])C=CC=1. The catalyst is ClCCl. The product is [CH:1]1([CH2:6][C@H:7]([CH2:25][C:26](=[O:36])[NH:27][O:28][CH2:29][C:30]2[CH:31]=[CH:32][CH:33]=[CH:34][CH:35]=2)[C:8]([N:10]2[C@H:14]([C:15]([NH:17][C:18]3[CH:23]=[CH:22][C:21]([F:24])=[CH:20][N+:19]=3[O-:45])=[O:16])[CH2:13][CH:12]=[N:11]2)=[O:9])[CH2:2][CH2:3][CH2:4][CH2:5]1. The yield is 0.620.